This data is from Peptide-MHC class II binding affinity with 134,281 pairs from IEDB. The task is: Regression. Given a peptide amino acid sequence and an MHC pseudo amino acid sequence, predict their binding affinity value. This is MHC class II binding data. (1) The peptide sequence is KDGRKLVVPCRPQDELI. The MHC is DRB1_0405 with pseudo-sequence DRB1_0405. The binding affinity (normalized) is 0.712. (2) The MHC is DRB3_0101 with pseudo-sequence DRB3_0101. The peptide sequence is EVAFGLVCATCEQIA. The binding affinity (normalized) is 0.223. (3) The peptide sequence is TILPLMALLTPVTMA. The MHC is HLA-DQA10201-DQB10301 with pseudo-sequence HLA-DQA10201-DQB10301. The binding affinity (normalized) is 0.414. (4) The peptide sequence is SQDLEYSWNLNGLQAY. The MHC is HLA-DQA10101-DQB10501 with pseudo-sequence HLA-DQA10101-DQB10501. The binding affinity (normalized) is 0.629. (5) The peptide sequence is AFKVAATAANFAPAN. The MHC is HLA-DPA10103-DPB10301 with pseudo-sequence HLA-DPA10103-DPB10301. The binding affinity (normalized) is 0.567. (6) The peptide sequence is SSTVKLRQNEFGPAR. The MHC is DRB1_1302 with pseudo-sequence DRB1_1302. The binding affinity (normalized) is 0.189. (7) The peptide sequence is AETAVNTLFEKLEPM. The MHC is HLA-DQA10301-DQB10302 with pseudo-sequence HLA-DQA10301-DQB10302. The binding affinity (normalized) is 0.600.